From a dataset of Forward reaction prediction with 1.9M reactions from USPTO patents (1976-2016). Predict the product of the given reaction. (1) Given the reactants [H-].[Na+].[CH3:3][O:4][C:5]([C:7]1([CH2:22][CH3:23])[CH:11]([OH:12])[C:10](=[O:13])[N:9]([C:14]2[C:19]([CH3:20])=[CH:18][CH:17]=[CH:16][C:15]=2[CH3:21])[CH2:8]1)=[O:6].[CH3:24]I.[NH4+].[Cl-], predict the reaction product. The product is: [CH3:3][O:4][C:5]([C:7]1([CH2:22][CH3:23])[CH:11]([O:12][CH3:24])[C:10](=[O:13])[N:9]([C:14]2[C:19]([CH3:20])=[CH:18][CH:17]=[CH:16][C:15]=2[CH3:21])[CH2:8]1)=[O:6]. (2) The product is: [Cl:1][C:2]1[CH:17]=[CH:16][C:15]([Cl:18])=[CH:14][C:3]=1[O:4][C:5]1[CH:13]=[CH:12][CH:11]=[CH:10][C:6]=1[C:7]([N:52]1[C:61]2[C:56](=[CH:57][CH:58]=[CH:59][CH:60]=2)[CH2:55][CH2:54][CH2:53]1)=[O:9]. Given the reactants [Cl:1][C:2]1[CH:17]=[CH:16][C:15]([Cl:18])=[CH:14][C:3]=1[O:4][C:5]1[CH:13]=[CH:12][CH:11]=[CH:10][C:6]=1[C:7]([OH:9])=O.C(N(C(C)C)C(C)C)C.CN(C(ON1N=NC2C=CC=NC1=2)=[N+](C)C)C.F[P-](F)(F)(F)(F)F.[NH:52]1[C:61]2[C:56](=[CH:57][CH:58]=[CH:59][CH:60]=2)[CH2:55][CH2:54][CH2:53]1, predict the reaction product. (3) Given the reactants Cl[C:2]1[N:7]=[C:6]([NH:8][CH:9]2[CH2:11][CH2:10]2)[C:5]([C:12]([F:15])([F:14])[F:13])=[CH:4][N:3]=1.CC1C=CC(S(O)(=O)=O)=CC=1.[NH2:27][C:28]1[C:36]([O:37][CH3:38])=[CH:35][C:31]([C:32]([OH:34])=O)=[C:30]([F:39])[CH:29]=1.CCN(C(C)C)C(C)C.CN(C(ON1N=NC2C=CC=NC1=2)=[N+](C)C)C.F[P-](F)(F)(F)(F)F.[NH:73]1[CH2:78][CH2:77][O:76][CH2:75][CH2:74]1.C(=O)(O)[O-].[Na+], predict the reaction product. The product is: [CH:9]1([NH:8][C:6]2[C:5]([C:12]([F:15])([F:14])[F:13])=[CH:4][N:3]=[C:2]([NH:27][C:28]3[C:36]([O:37][CH3:38])=[CH:35][C:31]([C:32]([N:73]4[CH2:78][CH2:77][O:76][CH2:75][CH2:74]4)=[O:34])=[C:30]([F:39])[CH:29]=3)[N:7]=2)[CH2:11][CH2:10]1. (4) Given the reactants [Cl:1][C:2]1[CH:7]=[CH:6][CH:5]=[CH:4][C:3]=1[C:8]1[NH:12][N:11]=[N:10][N:9]=1.[F:13][C:14]1[CH:19]=[CH:18][C:17]([C:20]([N:22]2[CH2:27][CH2:26][CH2:25][C@@H:24](O)[CH2:23]2)=[O:21])=[CH:16][CH:15]=1, predict the reaction product. The product is: [Cl:1][C:2]1[CH:7]=[CH:6][CH:5]=[CH:4][C:3]=1[C:8]1[N:9]=[N:10][N:11]([C@H:26]2[CH2:25][CH2:24][CH2:23][N:22]([C:20]([C:17]3[CH:16]=[CH:15][C:14]([F:13])=[CH:19][CH:18]=3)=[O:21])[CH2:27]2)[N:12]=1. (5) Given the reactants Br[C:2]1[CH:3]=[CH:4][CH:5]=[C:6]2[C:11]=1[N:10]=[CH:9][CH:8]=[CH:7]2.[NH2:12][C:13]1[CH:27]=[CH:26][C:16]([C:17]([C:19]2[CH:24]=[CH:23][CH:22]=[CH:21][C:20]=2[CH3:25])=[O:18])=[C:15]([Cl:28])[CH:14]=1.C(O[Na])(C)(C)C, predict the reaction product. The product is: [Cl:28][C:15]1[CH:14]=[C:13]([NH:12][C:2]2[CH:3]=[CH:4][CH:5]=[C:6]3[C:11]=2[N:10]=[CH:9][CH:8]=[CH:7]3)[CH:27]=[CH:26][C:16]=1[C:17]([C:19]1[CH:24]=[CH:23][CH:22]=[CH:21][C:20]=1[CH3:25])=[O:18]. (6) Given the reactants [C:1]([C:3]1[N:4]=[C:5]([CH2:13][O:14][C@H:15]2[CH2:19][CH2:18][N:17](C(OC(C)(C)C)=O)[CH2:16]2)[C:6]2[C:11]([CH:12]=1)=[CH:10][CH:9]=[CH:8][CH:7]=2)#[N:2].[NH:27]([C:29](OCC)=[O:30])[NH2:28].C1CCN2C(=NCCC2)CC1, predict the reaction product. The product is: [NH:17]1[CH2:18][CH2:19][C@H:15]([O:14][CH2:13][C:5]2[C:6]3[C:11](=[CH:10][CH:9]=[CH:8][CH:7]=3)[CH:12]=[C:3]([C:1]3[NH:2][C:29](=[O:30])[NH:27][N:28]=3)[N:4]=2)[CH2:16]1.